Dataset: Catalyst prediction with 721,799 reactions and 888 catalyst types from USPTO. Task: Predict which catalyst facilitates the given reaction. (1) Reactant: [CH3:1][C:2]1[CH:7]=[CH:6][C:5]([S:8]([NH:11][C:12]2[CH:22]=[CH:21][C:15]3[CH2:16][CH2:17][NH:18][CH2:19][CH2:20][C:14]=3[CH:13]=2)(=[O:10])=[O:9])=[CH:4][CH:3]=1.C(N(CC)CC)C.[C:30]1([CH3:42])[CH:35]=[CH:34][C:33]([S:36]([N:39]=[C:40]=[O:41])(=[O:38])=[O:37])=[CH:32][CH:31]=1. Product: [CH3:42][C:30]1[CH:35]=[CH:34][C:33]([S:36]([NH:39][C:40]([N:18]2[CH2:17][CH2:16][C:15]3[CH:21]=[CH:22][C:12]([NH:11][S:8]([C:5]4[CH:4]=[CH:3][C:2]([CH3:1])=[CH:7][CH:6]=4)(=[O:9])=[O:10])=[CH:13][C:14]=3[CH2:20][CH2:19]2)=[O:41])(=[O:38])=[O:37])=[CH:32][CH:31]=1. The catalyst class is: 4. (2) Reactant: [F:1][C:2]1([F:20])[CH2:5][CH:4]([NH:6][C:7]2[N:15]=[CH:14][C:13]([C:16]([F:19])([F:18])[F:17])=[CH:12][C:8]=2[C:9]([OH:11])=O)[CH2:3]1.[CH3:21][C:22]([NH2:26])([C:24]#[CH:25])[CH3:23].C1C=CC2N(O)N=NC=2C=1.CCN=C=NCCCN(C)C.CCN(C(C)C)C(C)C. Product: [F:1][C:2]1([F:20])[CH2:5][CH:4]([NH:6][C:7]2[N:15]=[CH:14][C:13]([C:16]([F:19])([F:18])[F:17])=[CH:12][C:8]=2[C:9]([NH:26][C:22]([CH3:23])([C:24]#[CH:25])[CH3:21])=[O:11])[CH2:3]1. The catalyst class is: 2. (3) Reactant: [F:1][C:2]1[CH:35]=[C:34]([F:36])[CH:33]=[CH:32][C:3]=1[CH2:4][N:5]1[C:9]2=[CH:10][N:11]=[C:12]([C:14](O)=[O:15])[CH:13]=[C:8]2[C:7]([CH2:17][N:18]2[CH2:23][CH2:22][C:21]([OH:31])([CH2:24][N:25]3[CH2:29][CH2:28][CH2:27][C:26]3=[O:30])[CH2:20][CH2:19]2)=[CH:6]1.CN(C([O:44][N:45]1N=N[C:47]2[CH:48]=CC=N[C:46]1=2)=[N+](C)C)C.F[P-](F)(F)(F)(F)F.C(N(CC)CC)C.Cl.C(NO)CC. Product: [F:1][C:2]1[CH:35]=[C:34]([F:36])[CH:33]=[CH:32][C:3]=1[CH2:4][N:5]1[C:9]2=[CH:10][N:11]=[C:12]([C:14]([N:45]([OH:44])[CH2:46][CH2:47][CH3:48])=[O:15])[CH:13]=[C:8]2[C:7]([CH2:17][N:18]2[CH2:23][CH2:22][C:21]([OH:31])([CH2:24][N:25]3[CH2:29][CH2:28][CH2:27][C:26]3=[O:30])[CH2:20][CH2:19]2)=[CH:6]1. The catalyst class is: 3. (4) Reactant: Br[C:2]1[N:3]=[C:4]([CH:8]=[O:9])[N:5]([CH3:7])[CH:6]=1.C([Sn](CCCC)(CCCC)[C:15]1[S:16][CH:17]=[CH:18][CH:19]=1)CCC. Product: [CH3:7][N:5]1[CH:6]=[C:2]([C:15]2[S:16][CH:17]=[CH:18][CH:19]=2)[N:3]=[C:4]1[CH:8]=[O:9]. The catalyst class is: 455. (5) Product: [Cl:1][C:2]1[CH:22]=[C:21]([S:41][C:37]([CH3:40])([CH3:39])[CH3:38])[CH:20]=[CH:19][C:3]=1[CH2:4][C:5]1[C:13]2[C:8](=[CH:9][CH:10]=[C:11]([C:14]([O:16][CH3:17])=[O:15])[CH:12]=2)[NH:7][C:6]=1[CH3:18]. The catalyst class is: 9. Reactant: [Cl:1][C:2]1[CH:22]=[C:21](I)[CH:20]=[CH:19][C:3]=1[CH2:4][C:5]1[C:13]2[C:8](=[CH:9][CH:10]=[C:11]([C:14]([O:16][CH3:17])=[O:15])[CH:12]=2)[NH:7][C:6]=1[CH3:18].C(N(CCCC)CCCC)CCC.[C:37]([SH:41])([CH3:40])([CH3:39])[CH3:38]. (6) Reactant: [F:1][C:2]([F:13])([F:12])[C:3]1[CH:4]=[C:5]([CH:9]=[CH:10][CH:11]=1)[C:6]([O-:8])=O.[NH2:14][C:15]1[CH:16]=[C:17]([C:21]2[CH:22]=[C:23]3[C:28](=[CH:29][CH:30]=2)[N:27]=[CH:26][N:25]=[C:24]3[NH2:31])[CH:18]=[CH:19][CH:20]=1. Product: [NH2:31][C:24]1[C:23]2[C:28](=[CH:29][CH:30]=[C:21]([C:17]3[CH:16]=[C:15]([NH:14][C:6](=[O:8])[C:5]4[CH:9]=[CH:10][CH:11]=[C:3]([C:2]([F:1])([F:13])[F:12])[CH:4]=4)[CH:20]=[CH:19][CH:18]=3)[CH:22]=2)[N:27]=[CH:26][N:25]=1. The catalyst class is: 3.